This data is from Reaction yield outcomes from USPTO patents with 853,638 reactions. The task is: Predict the reaction yield, written as a fraction of the theoretical maximum amount of product (1.0 means a 100% yield; for example, 0.34 means a 34% yield). (1) The reactants are [Cl:1][C:2]1[CH:3]=[C:4]([NH:15][C:16]2[N:20]=[C:19]([N:21](CC3C=CC(OC)=CC=3)CC3C=CC(OC)=CC=3)[N:18](CC3C=CC(OC)=CC=3)[N:17]=2)[CH:5]=[C:6]([O:8][C:9]2[CH:14]=[CH:13][CH:12]=[CH:11][CH:10]=2)[CH:7]=1.C(O)(C(F)(F)F)=O. No catalyst specified. The product is [Cl:1][C:2]1[CH:3]=[C:4]([NH:15][C:16]2[N:20]=[C:19]([NH2:21])[NH:18][N:17]=2)[CH:5]=[C:6]([O:8][C:9]2[CH:10]=[CH:11][CH:12]=[CH:13][CH:14]=2)[CH:7]=1. The yield is 0.470. (2) The reactants are C(OC(=O)[NH:10][C:11]1[C:12]([O:26][CH3:27])=[N:13][CH:14]=[C:15]([B:17]2[O:21][C:20]([CH3:23])([CH3:22])[C:19]([CH3:25])([CH3:24])[O:18]2)[CH:16]=1)C1C=CC=CC=1. The catalyst is CO.[OH-].[OH-].[Pd+2]. The product is [CH3:27][O:26][C:12]1[C:11]([NH2:10])=[CH:16][C:15]([B:17]2[O:21][C:20]([CH3:23])([CH3:22])[C:19]([CH3:25])([CH3:24])[O:18]2)=[CH:14][N:13]=1. The yield is 0.970. (3) The reactants are FC(F)(F)C(O)=O.[Cl:8][C:9]1[CH:14]=[C:13]([Cl:15])[CH:12]=[CH:11][C:10]=1[C@H:16]([NH:18][C:19]1[CH:20]=[C:21]([N:26]2[CH2:31][CH2:30][N:29]([C:32]([C@H:34]3[CH2:39][CH2:38][CH2:37][CH2:36][N:35]3C(OC(C)(C)C)=O)=[O:33])[CH2:28][CH2:27]2)[CH:22]=[CH:23][C:24]=1[F:25])[CH3:17]. The catalyst is ClCCl. The product is [Cl:8][C:9]1[CH:14]=[C:13]([Cl:15])[CH:12]=[CH:11][C:10]=1[C@H:16]([NH:18][C:19]1[CH:20]=[C:21]([N:26]2[CH2:27][CH2:28][N:29]([C:32]([C@H:34]3[CH2:39][CH2:38][CH2:37][CH2:36][NH:35]3)=[O:33])[CH2:30][CH2:31]2)[CH:22]=[CH:23][C:24]=1[F:25])[CH3:17]. The yield is 0.640. (4) The reactants are [OH:1][N:2]1[C:6](=[O:7])[C:5]2=[CH:8][CH:9]=[CH:10][CH:11]=[C:4]2[C:3]1=[O:12].C1(P(C2C=CC=CC=2)C2C=CC=CC=2)C=CC=CC=1.[C:32]([O:36][C:37](=[O:50])[NH:38][C:39]([C:41]1[N:42]=[C:43]([O:46][CH2:47][CH2:48]O)[S:44][CH:45]=1)=[NH:40])([CH3:35])([CH3:34])[CH3:33].N(C(OCC)=O)=NC(OCC)=O. The catalyst is O1CCCC1. The product is [C:32]([O:36][C:37](=[O:50])[NH:38][C:39]([C:41]1[N:42]=[C:43]([O:46][CH2:47][CH2:48][O:1][N:2]2[C:3](=[O:12])[C:4]3[C:5](=[CH:8][CH:9]=[CH:10][CH:11]=3)[C:6]2=[O:7])[S:44][CH:45]=1)=[NH:40])([CH3:35])([CH3:34])[CH3:33]. The yield is 1.00. (5) The reactants are [C:1]1([O:8][CH3:9])[C:2](=[CH:4][CH:5]=[CH:6][CH:7]=1)[OH:3].[C:10]1(=[O:16])[O:15][C:13](=[O:14])[CH2:12][CH2:11]1.C(Cl)Cl. The catalyst is CN(C)C1C=CN=CC=1.N1C=CC=CC=1. The product is [C:10]([OH:15])(=[O:16])[CH2:11][CH2:12][C:13]([OH:3])=[O:14].[C:1]1([O:8][CH3:9])[C:2](=[CH:4][CH:5]=[CH:6][CH:7]=1)[OH:3]. The yield is 0.370.